This data is from Forward reaction prediction with 1.9M reactions from USPTO patents (1976-2016). The task is: Predict the product of the given reaction. (1) Given the reactants [Cl:1][C:2]1[S:6][C:5]([S:7]([NH2:10])(=[O:9])=[O:8])=[CH:4][CH:3]=1.[OH-].[Na+].Cl[C:14]([O:16][CH2:17][C:18]([Cl:21])([Cl:20])[Cl:19])=[O:15].Cl, predict the reaction product. The product is: [Cl:1][C:2]1[S:6][C:5]([S:7]([NH:10][C:14](=[O:15])[O:16][CH2:17][C:18]([Cl:21])([Cl:20])[Cl:19])(=[O:9])=[O:8])=[CH:4][CH:3]=1. (2) Given the reactants [CH2:1]([O:8][C:9](=[O:31])[NH:10][CH2:11][CH2:12][CH2:13][CH2:14][CH2:15][C:16](=O)[N:17]([C:21]1[CH:26]=[C:25]([C:27]#[N:28])[CH:24]=[CH:23][C:22]=1[NH2:29])[CH2:18][CH2:19][CH3:20])[C:2]1[CH:7]=[CH:6][CH:5]=[CH:4][CH:3]=1.Cl.O1CCOCC1, predict the reaction product. The product is: [CH2:1]([O:8][C:9](=[O:31])[NH:10][CH2:11][CH2:12][CH2:13][CH2:14][CH2:15][C:16]1[N:17]([CH2:18][CH2:19][CH3:20])[C:21]2[CH:26]=[C:25]([C:27]#[N:28])[CH:24]=[CH:23][C:22]=2[N:29]=1)[C:2]1[CH:7]=[CH:6][CH:5]=[CH:4][CH:3]=1. (3) Given the reactants C1C(=O)N([Cl:8])C(=O)C1.[N:9]1[CH:14]=[CH:13][CH:12]=[CH:11][C:10]=1[C:15]1[CH:20]=[CH:19][N:18]=[C:17]([N:21]2[CH2:26][CH2:25][CH:24]([NH:27][S:28]([CH3:31])(=[O:30])=[O:29])[CH2:23][CH2:22]2)[N:16]=1, predict the reaction product. The product is: [Cl:8][C:20]1[C:15]([C:10]2[CH:11]=[CH:12][CH:13]=[CH:14][N:9]=2)=[N:16][C:17]([N:21]2[CH2:22][CH2:23][CH:24]([NH:27][S:28]([CH3:31])(=[O:30])=[O:29])[CH2:25][CH2:26]2)=[N:18][CH:19]=1.